From a dataset of Forward reaction prediction with 1.9M reactions from USPTO patents (1976-2016). Predict the product of the given reaction. (1) Given the reactants [CH:1]1([CH2:4][N:5]2[C:13]([N:14]3[CH2:19][CH2:18][N:17]([S:20]([CH3:23])(=[O:22])=[O:21])[CH2:16][CH2:15]3)=[N:12][C:11]3[C:6]2=[N:7][C:8]([C:30]2[CH:31]=[N:32][C:33]([NH2:36])=[N:34][CH:35]=2)=[N:9][C:10]=3[N:24]2[CH2:29][CH2:28][O:27][CH2:26][CH2:25]2)[CH2:3][CH2:2]1.[CH3:37][S:38]([OH:41])(=[O:40])=[O:39], predict the reaction product. The product is: [CH3:37][S:38]([OH:41])(=[O:40])=[O:39].[CH:1]1([CH2:4][N:5]2[C:13]([N:14]3[CH2:19][CH2:18][N:17]([S:20]([CH3:23])(=[O:21])=[O:22])[CH2:16][CH2:15]3)=[N:12][C:11]3[C:6]2=[N:7][C:8]([C:30]2[CH:31]=[N:32][C:33]([NH2:36])=[N:34][CH:35]=2)=[N:9][C:10]=3[N:24]2[CH2:29][CH2:28][O:27][CH2:26][CH2:25]2)[CH2:3][CH2:2]1. (2) Given the reactants [CH3:1][C@H:2]1[CH2:33][C:32]([CH3:34])=[CH:31][C@@H:30]([CH2:35][CH:36]=[CH2:37])[C:28](=[O:29])[CH2:27][C@H:26]([OH:38])[C@@H:25]([CH3:39])[C@@H:24](/[C:40](/[CH3:51])=[CH:41]/[C@H:42]2[CH2:47][C@@H:46]([O:48][CH3:49])[C@H:45]([OH:50])[CH2:44][CH2:43]2)[O:23][C:21](=[O:22])[C@H:20]2[N:15]([CH2:16][CH2:17][CH2:18][CH2:19]2)[C:13](=[O:14])[C:11](=[O:12])[C@:9]2([OH:52])[O:10][C@@H:5]([C@@H:6]([O:54][CH3:55])[CH2:7][C@H:8]2[CH3:53])[C@@H:4]([O:56][CH3:57])[CH2:3]1.[N:58]([CH2:61][CH2:62][CH2:63][C:64]([O:66][CH2:67][CH2:68][Si:69]([CH3:72])([CH3:71])[CH3:70])=[O:65])=[C:59]=[O:60], predict the reaction product. The product is: [CH2:35]([CH:30]1[CH:31]=[C:32]([CH3:34])[CH2:33][CH:2]([CH3:1])[CH2:3][CH:4]([O:56][CH3:57])[CH:5]2[O:10][C:9]([OH:52])([CH:8]([CH3:53])[CH2:7][CH:6]2[O:54][CH3:55])[C:11](=[O:12])[C:13](=[O:14])[N:15]2[CH:20]([CH2:19][CH2:18][CH2:17][CH2:16]2)[C:21](=[O:22])[O:23][CH:24]([C:40]([CH3:51])=[CH:41][CH:42]2[CH2:43][CH2:44][CH:45]([O:50][C:59](=[O:60])[NH:58][CH2:61][CH2:62][CH2:63][C:64]([O:66][CH2:67][CH2:68][Si:69]([CH3:70])([CH3:72])[CH3:71])=[O:65])[CH:46]([O:48][CH3:49])[CH2:47]2)[CH:25]([CH3:39])[CH:26]([OH:38])[CH2:27][C:28]1=[O:29])[CH:36]=[CH2:37]. (3) Given the reactants O=[C:2]([CH2:13][CH3:14])[CH:3]([CH2:9][C:10](=O)[CH3:11])[C:4]([O:6][CH2:7][CH3:8])=[O:5].[F:15][C:16]1[CH:17]=[C:18]([CH:20]=[C:21]([F:23])[CH:22]=1)[NH2:19], predict the reaction product. The product is: [F:15][C:16]1[CH:17]=[C:18]([N:19]2[C:10]([CH3:11])=[CH:9][C:3]([C:4]([O:6][CH2:7][CH3:8])=[O:5])=[C:2]2[CH2:13][CH3:14])[CH:20]=[C:21]([F:23])[CH:22]=1.